From a dataset of Forward reaction prediction with 1.9M reactions from USPTO patents (1976-2016). Predict the product of the given reaction. Given the reactants [OH-].[K+].[N:3]1[CH:8]=[CH:7][CH:6]=[CH:5][C:4]=1[CH2:9][OH:10].[Cl:11][C:12]1[CH:13]=[C:14]([N+:19]([O-:21])=[O:20])[CH:15]=[CH:16][C:17]=1F.O, predict the reaction product. The product is: [Cl:11][C:12]1[CH:13]=[C:14]([N+:19]([O-:21])=[O:20])[CH:15]=[CH:16][C:17]=1[O:10][CH2:9][C:4]1[CH:5]=[CH:6][CH:7]=[CH:8][N:3]=1.